Dataset: Forward reaction prediction with 1.9M reactions from USPTO patents (1976-2016). Task: Predict the product of the given reaction. (1) Given the reactants Cl.[CH3:2][N:3](C)[OH:4].[CH2:6](N(CC)CC)C.Cl.[Cl:14][C:15]1[CH:20]=[CH:19][N:18]=[C:17]([C:21](Cl)=[O:22])[CH:16]=1, predict the reaction product. The product is: [Cl:14][C:15]1[CH:20]=[CH:19][N:18]=[C:17]([C:21]([N:3]([O:4][CH3:6])[CH3:2])=[O:22])[CH:16]=1. (2) Given the reactants [C:1]([PH2:5])([CH3:4])([CH3:3])[CH3:2].[Li]CCCC.[CH2:11]1[C:17]2[CH:18]=[CH:19][CH:20]=[CH:21][C:16]=2[CH2:15]OS(=O)(=O)O1.[OH:24]O, predict the reaction product. The product is: [C:1]([P:5]1(=[O:24])[CH2:11][C:17]2[C:16](=[CH:21][CH:20]=[CH:19][CH:18]=2)[CH2:15]1)([CH3:4])([CH3:3])[CH3:2]. (3) The product is: [C:18]([C:19]1[CH:26]=[CH:25][C:22]([CH2:23][NH:24][C:5](=[O:7])[CH:4]([O:3][CH2:1][CH3:2])[C:8]2[CH:13]=[CH:12][C:11]([O:14][CH3:15])=[C:10]([OH:16])[CH:9]=2)=[CH:21][CH:20]=1)#[N:17]. Given the reactants [CH2:1]([O:3][CH:4]([C:8]1[CH:13]=[CH:12][C:11]([O:14][CH3:15])=[C:10]([OH:16])[CH:9]=1)[C:5]([OH:7])=O)[CH3:2].[NH2:17][CH2:18][C:19]1[CH:26]=[CH:25][C:22]([C:23]#[N:24])=[CH:21][CH:20]=1, predict the reaction product. (4) Given the reactants Cl[C:2]1[C:3]2[C:10]([I:11])=[CH:9][N:8]([C@@H:12]3[CH2:15][C@H:14]([CH2:16][N:17]4[CH2:22][CH2:21][N:20]([CH3:23])[C:19](=[O:24])[CH2:18]4)[CH2:13]3)[C:4]=2[N:5]=[CH:6][N:7]=1.[NH3:25], predict the reaction product. The product is: [NH2:25][C:2]1[C:3]2[C:10]([I:11])=[CH:9][N:8]([C@@H:12]3[CH2:15][C@H:14]([CH2:16][N:17]4[CH2:22][CH2:21][N:20]([CH3:23])[C:19](=[O:24])[CH2:18]4)[CH2:13]3)[C:4]=2[N:5]=[CH:6][N:7]=1. (5) Given the reactants [NH2:1][C:2]1[CH:3]=[C:4]2[C:20](=[O:21])[NH:19][N:18]=[CH:17][C:6]3=[C:7]([C:11]4[CH:16]=[CH:15][CH:14]=[CH:13][CH:12]=4)[NH:8][C:9]([CH:10]=1)=[C:5]23.C(N(CC)CC)C.Br[CH2:30][C:31]1[CH:36]=[CH:35][CH:34]=[C:33]([Cl:37])[CH:32]=1, predict the reaction product. The product is: [Cl:37][C:33]1[CH:32]=[C:31]([CH:36]=[CH:35][CH:34]=1)[CH2:30][NH:1][C:2]1[CH:3]=[C:4]2[C:20](=[O:21])[NH:19][N:18]=[CH:17][C:6]3=[C:7]([C:11]4[CH:12]=[CH:13][CH:14]=[CH:15][CH:16]=4)[NH:8][C:9]([CH:10]=1)=[C:5]23.